This data is from NCI-60 drug combinations with 297,098 pairs across 59 cell lines. The task is: Regression. Given two drug SMILES strings and cell line genomic features, predict the synergy score measuring deviation from expected non-interaction effect. (1) Drug 1: C1C(C(OC1N2C=C(C(=O)NC2=O)F)CO)O. Drug 2: C1=NNC2=C1C(=O)NC=N2. Cell line: SF-539. Synergy scores: CSS=44.6, Synergy_ZIP=-0.113, Synergy_Bliss=-0.836, Synergy_Loewe=-62.9, Synergy_HSA=-0.515. (2) Drug 1: CC1=CC=C(C=C1)C2=CC(=NN2C3=CC=C(C=C3)S(=O)(=O)N)C(F)(F)F. Drug 2: C1CN(P(=O)(OC1)NCCCl)CCCl. Cell line: HCT116. Synergy scores: CSS=1.95, Synergy_ZIP=8.35, Synergy_Bliss=9.86, Synergy_Loewe=-0.423, Synergy_HSA=-1.00. (3) Drug 1: CC1=C2C(C(=O)C3(C(CC4C(C3C(C(C2(C)C)(CC1OC(=O)C(C(C5=CC=CC=C5)NC(=O)OC(C)(C)C)O)O)OC(=O)C6=CC=CC=C6)(CO4)OC(=O)C)OC)C)OC. Drug 2: C1CC(=O)NC(=O)C1N2C(=O)C3=CC=CC=C3C2=O. Cell line: UACC-257. Synergy scores: CSS=24.1, Synergy_ZIP=3.33, Synergy_Bliss=2.82, Synergy_Loewe=-12.3, Synergy_HSA=3.11. (4) Drug 1: CS(=O)(=O)CCNCC1=CC=C(O1)C2=CC3=C(C=C2)N=CN=C3NC4=CC(=C(C=C4)OCC5=CC(=CC=C5)F)Cl. Drug 2: CCC1=C2CN3C(=CC4=C(C3=O)COC(=O)C4(CC)O)C2=NC5=C1C=C(C=C5)O. Cell line: OVCAR3. Synergy scores: CSS=29.4, Synergy_ZIP=-3.58, Synergy_Bliss=-0.575, Synergy_Loewe=5.99, Synergy_HSA=6.46. (5) Synergy scores: CSS=37.6, Synergy_ZIP=0.929, Synergy_Bliss=-0.433, Synergy_Loewe=-22.6, Synergy_HSA=-1.22. Drug 2: CC1C(C(CC(O1)OC2CC(CC3=C2C(=C4C(=C3O)C(=O)C5=CC=CC=C5C4=O)O)(C(=O)C)O)N)O. Cell line: MOLT-4. Drug 1: CC1C(C(CC(O1)OC2CC(OC(C2O)C)OC3=CC4=CC5=C(C(=O)C(C(C5)C(C(=O)C(C(C)O)O)OC)OC6CC(C(C(O6)C)O)OC7CC(C(C(O7)C)O)OC8CC(C(C(O8)C)O)(C)O)C(=C4C(=C3C)O)O)O)O. (6) Cell line: LOX IMVI. Synergy scores: CSS=48.2, Synergy_ZIP=0.436, Synergy_Bliss=2.63, Synergy_Loewe=-2.89, Synergy_HSA=5.48. Drug 2: N.N.Cl[Pt+2]Cl. Drug 1: CN1C(=O)N2C=NC(=C2N=N1)C(=O)N.